This data is from Forward reaction prediction with 1.9M reactions from USPTO patents (1976-2016). The task is: Predict the product of the given reaction. (1) Given the reactants [H-].[Na+].[CH3:3][C:4](=[O:7])[CH2:5][CH3:6].[Cl:8][CH2:9][CH2:10][CH2:11][CH2:12][C:13]([O:15]C)=O, predict the reaction product. The product is: [Cl:8][CH2:9][CH2:10][CH2:11][CH2:12][C:13](=[O:15])[CH2:3][C:4](=[O:7])[CH2:5][CH3:6]. (2) Given the reactants [NH2:1][C:2]1[N:7]=[CH:6][C:5]([N:8]([CH3:28])[C:9](=[O:27])[C:10]([C:13]2[CH:18]=[C:17]([C:19]([F:22])([F:21])[F:20])[CH:16]=[C:15]([C:23]([F:26])([F:25])[F:24])[CH:14]=2)([CH3:12])[CH3:11])=[C:4]([C:29]2[CH:34]=[CH:33][CH:32]=[CH:31][C:30]=2[CH3:35])[CH:3]=1.C(N(C(C)C)C(C)C)C.[C:45]([O:48][CH2:49][C:50](Cl)=[O:51])(=[O:47])[CH3:46], predict the reaction product. The product is: [F:22][C:19]([F:20])([F:21])[C:17]1[CH:18]=[C:13]([C:10]([CH3:12])([CH3:11])[C:9]([N:8]([CH3:28])[C:5]2[C:4]([C:29]3[CH:34]=[CH:33][CH:32]=[CH:31][C:30]=3[CH3:35])=[CH:3][C:2]([NH:1][C:50]([CH2:49][O:48][C:45](=[O:47])[CH3:46])=[O:51])=[N:7][CH:6]=2)=[O:27])[CH:14]=[C:15]([C:23]([F:26])([F:24])[F:25])[CH:16]=1. (3) Given the reactants [Cl:1][O-].[Na+].Cl[C:5]1SC=C(Cl)[C:6]=1[CH2:11][C:12]1C=C[CH:19]=[CH:18][C:13]=1[C:14]([O:16][CH3:17])=[O:15].[CH3:22][C:23]([CH3:28])([CH3:27])[CH:24]=[N:25][OH:26].Cl[O-].Cl[CH2:32][Cl:33], predict the reaction product. The product is: [Cl:1][C:12]1[C:11]([CH:6]2[O:26][N:25]=[C:24]([C:23]([CH3:28])([CH3:27])[CH3:22])[CH2:5]2)=[C:32]([Cl:33])[CH:19]=[CH:18][C:13]=1[C:14]([O:16][CH3:17])=[O:15]. (4) Given the reactants [CH3:1][O:2][C:3]1[CH:4]=[CH:5][C:6]([OH:11])=[C:7]([CH:10]=1)[CH:8]=O.C(=O)([O-])[O-].[K+].[K+].Br[CH2:19][C:20]([O:22][CH2:23][CH3:24])=[O:21], predict the reaction product. The product is: [CH3:1][O:2][C:3]1[CH:4]=[CH:5][C:6]2[O:11][C:19]([C:20]([O:22][CH2:23][CH3:24])=[O:21])=[CH:8][C:7]=2[CH:10]=1.